From a dataset of Full USPTO retrosynthesis dataset with 1.9M reactions from patents (1976-2016). Predict the reactants needed to synthesize the given product. (1) Given the product [Br:34][C:35]1[CH:40]=[CH:39][CH:38]=[CH:37][C:36]=1[C:41]([N:43]=[C:44]=[S:45])=[O:42].[Br:34][C:35]1[CH:40]=[CH:39][CH:38]=[CH:37][C:36]=1[C:41]([NH:43][C:44]([NH:30][C:29]1[CH:31]=[CH:32][C:26]([O:25][C:16]2[C:15]3[C:20](=[CH:21][C:22]([O:23][CH3:24])=[C:13]([O:12][CH3:11])[CH:14]=3)[N:19]=[CH:18][CH:17]=2)=[CH:27][C:28]=1[F:33])=[S:45])=[O:42], predict the reactants needed to synthesize it. The reactants are: BrC1C=CC=CC=1C(Cl)=O.[CH3:11][O:12][C:13]1[CH:14]=[C:15]2[C:20](=[CH:21][C:22]=1[O:23][CH3:24])[N:19]=[CH:18][CH:17]=[C:16]2[O:25][C:26]1[CH:32]=[CH:31][C:29]([NH2:30])=[C:28]([F:33])[CH:27]=1.[Br:34][C:35]1[CH:40]=[CH:39][CH:38]=[CH:37][C:36]=1[C:41]([N:43]=[C:44]=[S:45])=[O:42]. (2) Given the product [NH2:17][C:10]1[CH:11]=[C:12]([C:13]([F:16])([F:15])[F:14])[C:7]2[N:8]([C:18]([Cl:19])=[C:5]([C:3]([OH:4])=[O:2])[N:6]=2)[CH:9]=1, predict the reactants needed to synthesize it. The reactants are: C[O:2][C:3]([C:5]1[N:6]=[C:7]2[C:12]([C:13]([F:16])([F:15])[F:14])=[CH:11][C:10]([NH2:17])=[CH:9][N:8]2[C:18]=1[Cl:19])=[O:4].O.[OH-].[Li+].